Task: Predict the product of the given reaction.. Dataset: Forward reaction prediction with 1.9M reactions from USPTO patents (1976-2016) (1) Given the reactants [CH2:1]1[CH2:10][O:9][C:8]2[CH:7]=[CH:6][C:5]([NH:11][C:12]3[C:17]([F:18])=[CH:16][N:15]=[C:14]([NH:19]C4C=CC=C(O)C=4)[N:13]=3)=[CH:4][C:3]=2[O:2]1.ClC1N=C(NC2C=CC3OCCOC=3C=2)C(F)=CN=1.[CH2:46]([C:48]1[CH:54]=[CH:53][C:51](N)=[CH:50][CH:49]=1)[CH3:47], predict the reaction product. The product is: [CH2:1]1[CH2:10][O:9][C:8]2[CH:7]=[CH:6][C:5]([NH:11][C:12]3[C:17]([F:18])=[CH:16][NH:15][C:14]([C:51]4[CH:53]=[CH:54][C:48]([CH2:46][CH3:47])=[CH:49][CH:50]=4)([NH2:19])[N:13]=3)=[CH:4][C:3]=2[O:2]1. (2) Given the reactants [CH3:1][CH2:2][N:3]([CH2:6][CH2:7][NH:8][C:9]1[CH:10]=[CH:11][C:12]2[N:25]=[CH:24][N:23]3[C:13]=2[C:14]=1[C:15]([C:17]1[CH:18]=[C:19]([OH:26])[CH:20]=[CH:21][C:22]=13)=[O:16])[CH2:4][CH3:5].[C:27](O)(=[O:31])[CH2:28][CH2:29][CH3:30].Cl.CN(C)CCCN=C=NCC.C(N(CC)CC)C, predict the reaction product. The product is: [CH2:2]([N:3]([CH2:4][CH3:5])[CH2:6][CH2:7][NH:8][C:9]1[C:14]2=[C:13]3[C:12]([N:25]=[CH:24][N:23]3[C:22]3[C:17]([C:15]2=[O:16])=[CH:18][C:19]([O:26][C:27](=[O:31])[CH2:28][CH2:29][CH3:30])=[CH:20][CH:21]=3)=[CH:11][CH:10]=1)[CH3:1]. (3) Given the reactants [Cl:1][C:2]1[CH:16]=[CH:15][C:5]([O:6][CH2:7][C:8]2([C:13]#[N:14])[CH2:12][CH2:11][CH2:10][CH2:9]2)=[C:4](/[CH:17]=[C:18]2\[C:19](=[O:28])[NH:20][C:21]3[C:26]\2=[CH:25][CH:24]=[C:23]([Cl:27])[CH:22]=3)[CH:3]=1.[C:29]([O:33][C:34](O[C:34]([O:33][C:29]([CH3:32])([CH3:31])[CH3:30])=[O:35])=[O:35])([CH3:32])([CH3:31])[CH3:30], predict the reaction product. The product is: [C:29]([O:33][C:34]([N:20]1[C:21]2[C:26](=[CH:25][CH:24]=[C:23]([Cl:27])[CH:22]=2)/[C:18](=[CH:17]/[C:4]2[CH:3]=[C:2]([Cl:1])[CH:16]=[CH:15][C:5]=2[O:6][CH2:7][C:8]2([C:13]#[N:14])[CH2:12][CH2:11][CH2:10][CH2:9]2)/[C:19]1=[O:28])=[O:35])([CH3:32])([CH3:31])[CH3:30]. (4) Given the reactants [CH2:1]([N:3]1[C:8](=[O:9])CO[C:5]2[CH:10]=[C:11]([N+:14]([O-:16])=[O:15])[CH:12]=[CH:13][C:4]1=2)[CH3:2].I[CH2:18][CH3:19].C(=O)([O-])[O-].[K+].[K+].O.C[N:28]([CH:30]=[O:31])C, predict the reaction product. The product is: [CH2:1]([N:3]1[C:4]2[C:5](=[CH:10][C:11]([N+:14]([O-:16])=[O:15])=[CH:12][CH:13]=2)[C:30](=[O:31])[N:28]([CH2:18][CH3:19])[C:8]1=[O:9])[CH3:2]. (5) Given the reactants [NH:1]1[CH2:5][CH2:4][CH2:3][C@H:2]1[CH2:6][N:7]1[C:15]2[C:10](=[CH:11][CH:12]=[CH:13][CH:14]=2)[C:9]2([CH2:19][O:18][C:17]3[CH:20]=[C:21]4[C:25](=[CH:26][C:16]2=3)[CH2:24][CH2:23][O:22]4)[C:8]1=[O:27].[C:28](OC(=O)C)(=[O:30])[CH3:29].C(N(CC)CC)C, predict the reaction product. The product is: [C:28]([N:1]1[CH2:5][CH2:4][CH2:3][C@H:2]1[CH2:6][N:7]1[C:15]2[C:10](=[CH:11][CH:12]=[CH:13][CH:14]=2)[C:9]2([CH2:19][O:18][C:17]3[CH:20]=[C:21]4[C:25](=[CH:26][C:16]2=3)[CH2:24][CH2:23][O:22]4)[C:8]1=[O:27])(=[O:30])[CH3:29]. (6) Given the reactants [F:1]C(F)(N(CC)CC)C(F)C(F)(F)F.[CH3:15][N:16]([CH3:32])[C:17]([C@H:19]1[CH2:23][C@@H:22](O)[CH2:21][N:20]1[C:25]([O:27][C:28]([CH3:31])([CH3:30])[CH3:29])=[O:26])=[O:18].[F-].[Na+].C(=O)([O-])[O-].[K+].[K+], predict the reaction product. The product is: [CH3:15][N:16]([CH3:32])[C:17]([C@H:19]1[CH2:23][CH:22]([F:1])[CH2:21][N:20]1[C:25]([O:27][C:28]([CH3:31])([CH3:30])[CH3:29])=[O:26])=[O:18]. (7) Given the reactants [NH2:1][C:2]1[C:3]([C:12]([NH:14][NH:15][C:16](=O)[C:17]([OH:23])([CH3:22])[C:18]([F:21])([F:20])[F:19])=O)=[N:4][CH:5]=[C:6]([C:8]([F:11])([F:10])[F:9])[CH:7]=1.COC1C=CC(P2(SP(C3C=CC(OC)=CC=3)(=S)S2)=[S:34])=CC=1, predict the reaction product. The product is: [NH2:1][C:2]1[C:3]([C:12]2[S:34][C:16]([C:17]([OH:23])([CH3:22])[C:18]([F:21])([F:20])[F:19])=[N:15][N:14]=2)=[N:4][CH:5]=[C:6]([C:8]([F:11])([F:10])[F:9])[CH:7]=1. (8) Given the reactants [OH:1][C:2]1[N:6]([C:7]2[CH:12]=[C:11]([C:13]#[N:14])[CH:10]=[CH:9][N:8]=2)[N:5]=[CH:4][CH:3]=1.[CH3:15][C:16]1([CH3:27])[CH2:20][C:19]2[CH:21]=[CH:22][CH:23]=[C:24]([CH2:25]O)[C:18]=2[O:17]1, predict the reaction product. The product is: [CH3:15][C:16]1([CH3:27])[CH2:20][C:19]2[CH:21]=[CH:22][CH:23]=[C:24]([CH2:25][O:1][C:2]3[N:6]([C:7]4[CH:12]=[C:11]([C:13]#[N:14])[CH:10]=[CH:9][N:8]=4)[N:5]=[CH:4][CH:3]=3)[C:18]=2[O:17]1. (9) Given the reactants [Br:1][C:2]1[CH:7]=[CH:6][C:5]([S:8](Cl)(=[O:10])=[O:9])=[CH:4][CH:3]=1.C(N(CC)CC)C.[CH3:19][C:20]([NH:27][CH3:28])([CH3:26])[C:21]([O:23][CH2:24][CH3:25])=[O:22], predict the reaction product. The product is: [Br:1][C:2]1[CH:7]=[CH:6][C:5]([S:8]([N:27]([C:20]([CH3:26])([CH3:19])[C:21]([O:23][CH2:24][CH3:25])=[O:22])[CH3:28])(=[O:10])=[O:9])=[CH:4][CH:3]=1.